This data is from Catalyst prediction with 721,799 reactions and 888 catalyst types from USPTO. The task is: Predict which catalyst facilitates the given reaction. Reactant: [Cl:1][C:2]1[C:3]([O:30][C@H:31]2[CH2:35][C:34]([F:37])([F:36])[CH2:33][C@@H:32]2[C:38]2[N:42]([CH3:43])[N:41]=[CH:40][CH:39]=2)=[CH:4][C:5]([F:29])=[C:6]([S:8]([N:11](CC2C=CC(OC)=CC=2OC)[C:12]2[CH:17]=[CH:16][N:15]=[CH:14][N:13]=2)(=[O:10])=[O:9])[CH:7]=1.C([SiH](CC)CC)C.FC(F)(F)C(O)=O. Product: [Cl:1][C:2]1[C:3]([O:30][C@H:31]2[CH2:35][C:34]([F:37])([F:36])[CH2:33][C@@H:32]2[C:38]2[N:42]([CH3:43])[N:41]=[CH:40][CH:39]=2)=[CH:4][C:5]([F:29])=[C:6]([S:8]([NH:11][C:12]2[CH:17]=[CH:16][N:15]=[CH:14][N:13]=2)(=[O:9])=[O:10])[CH:7]=1. The catalyst class is: 4.